From a dataset of Forward reaction prediction with 1.9M reactions from USPTO patents (1976-2016). Predict the product of the given reaction. (1) Given the reactants [CH2:1]([O:8][CH2:9][C@@H:10]([F:13])[CH2:11][OH:12])[C:2]1[CH:7]=[CH:6][CH:5]=[CH:4][CH:3]=1.N1C=CN=C1.[C:19]([Si:23]([CH3:26])([CH3:25])Cl)([CH3:22])([CH3:21])[CH3:20].O, predict the reaction product. The product is: [CH2:1]([O:8][CH2:9][C@@H:10]([F:13])[CH2:11][O:12][Si:23]([C:19]([CH3:22])([CH3:21])[CH3:20])([CH3:26])[CH3:25])[C:2]1[CH:7]=[CH:6][CH:5]=[CH:4][CH:3]=1. (2) Given the reactants [Cl:1][C:2]1[CH:7]=[CH:6][CH:5]=[CH:4][C:3]=1[C:8]([C:10]1[C:11](Cl)=[N:12][C:13]([Cl:16])=[CH:14][CH:15]=1)=O.CCN(C(C)C)C(C)C.[NH2:27][NH2:28], predict the reaction product. The product is: [Cl:16][C:13]1[N:12]=[C:11]2[NH:27][N:28]=[C:8]([C:3]3[CH:4]=[CH:5][CH:6]=[CH:7][C:2]=3[Cl:1])[C:10]2=[CH:15][CH:14]=1. (3) Given the reactants [OH:1][C:2]1[C:8]([F:9])=[C:7]([F:10])[CH:6]=[CH:5][C:3]=1[NH2:4].[Br:11][C:12]1[CH:17]=[CH:16][CH:15]=[CH:14][C:13]=1[N:18]=[C:19]=[O:20], predict the reaction product. The product is: [OH:1][C:2]1[C:8]([F:9])=[C:7]([F:10])[CH:6]=[CH:5][C:3]=1[NH:4][C:19]([NH:18][C:13]1[CH:14]=[CH:15][CH:16]=[CH:17][C:12]=1[Br:11])=[O:20].